Predict the reactants needed to synthesize the given product. From a dataset of Full USPTO retrosynthesis dataset with 1.9M reactions from patents (1976-2016). (1) Given the product [CH3:31][C:30]1[C:25]([CH2:24][N:13]([CH2:12][C:5]2[CH:6]=[CH:7][C:8]([C:10]#[N:11])=[CH:9][C:4]=2[CH2:3][OH:2])[CH:14]2[C:23]3[N:22]=[CH:21][CH:20]=[CH:19][C:18]=3[CH2:17][CH2:16][CH2:15]2)=[N:26][CH:27]=[C:28]([CH3:32])[CH:29]=1, predict the reactants needed to synthesize it. The reactants are: C[O:2][C:3](=O)[C:4]1[CH:9]=[C:8]([C:10]#[N:11])[CH:7]=[CH:6][C:5]=1[CH2:12][N:13]([CH2:24][C:25]1[C:30]([CH3:31])=[CH:29][C:28]([CH3:32])=[CH:27][N:26]=1)[CH:14]1[C:23]2[N:22]=[CH:21][CH:20]=[CH:19][C:18]=2[CH2:17][CH2:16][CH2:15]1.[Li+].[BH4-].N#N. (2) Given the product [C:30]([O:29][C:27]([N:10]1[CH2:15][CH2:14][CH2:13][C:12](=[O:16])[CH2:11]1)=[O:28])([CH3:31])([CH3:32])[CH3:33], predict the reactants needed to synthesize it. The reactants are: O.Cl.C([N:10]1[CH2:15][CH2:14][CH2:13][C:12](=[O:16])[CH2:11]1)C1C=CC=CC=1.[H][H].[C:27](O[C:27]([O:29][C:30]([CH3:33])([CH3:32])[CH3:31])=[O:28])([O:29][C:30]([CH3:33])([CH3:32])[CH3:31])=[O:28].C(N(C(C)C)CC)(C)C. (3) Given the product [CH3:1][N:2]([CH3:49])[CH2:3][C:4]([N:6]1[C:15]2[C:10](=[CH:11][C:12]([O:47][CH3:48])=[C:13]([NH:16][C:17]3[N:30]=[C:21]([NH:22][C:23]4[C:28]([C:29]([NH:51][CH:52]([CH3:56])[CH3:53])=[O:31])=[C:27]([F:32])[C:26]([F:33])=[CH:25][CH:24]=4)[C:20]4[CH:34]=[CH:35][N:36]([S:37]([C:40]5[CH:45]=[CH:44][C:43]([CH3:46])=[CH:42][CH:41]=5)(=[O:39])=[O:38])[C:19]=4[N:18]=3)[CH:14]=2)[CH2:8][CH2:7]1)=[O:5], predict the reactants needed to synthesize it. The reactants are: [CH3:1][N:2]([CH3:49])[CH2:3][C:4]([N:6]1[C:15]2[C:10](=[CH:11][C:12]([O:47][CH3:48])=[C:13]([NH:16][C:17]3[N:30]4[C:21](=[N:22][C:23]5[C:28]([C:29]4=[O:31])=[C:27]([F:32])[C:26]([F:33])=[CH:25][CH:24]=5)[C:20]4[CH:34]=[CH:35][N:36]([S:37]([C:40]5[CH:45]=[CH:44][C:43]([CH3:46])=[CH:42][CH:41]=5)(=[O:39])=[O:38])[C:19]=4[N:18]=3)[CH:14]=2)C[CH2:8][CH2:7]1)=[O:5].[OH-].[NH4+:51].[CH2:52]1[CH2:56]OC[CH2:53]1.